The task is: Predict the reactants needed to synthesize the given product.. This data is from Full USPTO retrosynthesis dataset with 1.9M reactions from patents (1976-2016). Given the product [OH:52][CH:50]1[C:47]2([CH2:49][CH2:48]2)[CH2:46][N:45]([CH2:44][CH2:43][CH2:42][O:19][C:15]2[CH:14]=[C:13]3[C:18]([C:9]([O:8][C:7]4[CH:6]=[CH:5][C:4]([NH:20][C:21]([C:23]5[C:24](=[O:36])[N:25]([C:30]6[CH:31]=[CH:32][CH:33]=[CH:34][CH:35]=6)[N:26]([CH3:29])[C:27]=5[CH3:28])=[O:22])=[CH:3][C:2]=4[F:1])=[CH:10][CH:11]=[N:12]3)=[CH:17][CH:16]=2)[CH2:51]1, predict the reactants needed to synthesize it. The reactants are: [F:1][C:2]1[CH:3]=[C:4]([NH:20][C:21]([C:23]2[C:24](=[O:36])[N:25]([C:30]3[CH:35]=[CH:34][CH:33]=[CH:32][CH:31]=3)[N:26]([CH3:29])[C:27]=2[CH3:28])=[O:22])[CH:5]=[CH:6][C:7]=1[O:8][C:9]1[C:18]2[C:13](=[CH:14][C:15]([OH:19])=[CH:16][CH:17]=2)[N:12]=[CH:11][CH:10]=1.CS(O[CH2:42][CH2:43][CH2:44][N:45]1[CH2:51][CH:50]([OH:52])[C:47]2([CH2:49][CH2:48]2)[CH2:46]1)(=O)=O.C([O-])([O-])=O.[Cs+].[Cs+].